From a dataset of Reaction yield outcomes from USPTO patents with 853,638 reactions. Predict the reaction yield, written as a fraction of the theoretical maximum amount of product (1.0 means a 100% yield; for example, 0.34 means a 34% yield). (1) The reactants are [CH2:1]([O:8][C:9]1[CH:10]=[C:11]([NH2:15])[CH:12]=[CH:13][CH:14]=1)[C:2]1[CH:7]=[CH:6][CH:5]=[CH:4][CH:3]=1.[N:16]#[C:17][NH2:18].Cl.[OH-].[Na+]. The catalyst is O1CCOCC1. The product is [CH2:1]([O:8][C:9]1[CH:10]=[C:11]([NH:15][C:17]([NH2:18])=[NH:16])[CH:12]=[CH:13][CH:14]=1)[C:2]1[CH:3]=[CH:4][CH:5]=[CH:6][CH:7]=1. The yield is 0.984. (2) The reactants are C(OC(=O)[NH:7][CH2:8][CH2:9][CH2:10][O:11][C:12]1[CH:17]=[CH:16][CH:15]=[C:14]([C:18]([C:26]2[CH:31]=[CH:30][C:29](C3OCC(C)(C)N=3)=[CH:28][CH:27]=2)([OH:25])[C:19]2[CH:24]=[CH:23][CH:22]=[CH:21][CH:20]=2)[CH:13]=1)(C)(C)C.C[C:41]([OH:43])=[O:42]. The catalyst is CO.C(Cl)(Cl)Cl. The product is [NH2:7][CH2:8][CH2:9][CH2:10][O:11][C:12]1[CH:13]=[C:14]([C:18]([OH:25])([C:19]2[CH:24]=[CH:23][CH:22]=[CH:21][CH:20]=2)[C:26]2[CH:31]=[CH:30][C:29]([C:41]([OH:43])=[O:42])=[CH:28][CH:27]=2)[CH:15]=[CH:16][CH:17]=1. The yield is 0.960. (3) The catalyst is [Pd]. The reactants are [O:1]1[C:6]2[CH:7]=[CH:8][C:9]([NH:11][C:12]3N[C:15]([C:17]4[CH:22]=[C:21]([CH3:23])[C:20]([NH2:24])=[C:19]([CH3:25])[C:18]=4[N+:26]([O-])=O)=[N:14][N:13]=3)=[CH:10][C:5]=2[O:4][CH2:3][CH2:2]1.C([OH:31])C. The product is [O:1]1[C:6]2[CH:7]=[CH:8][C:9]([NH:11][C:12]3[O:31][C:15]([C:17]4[CH:22]=[C:21]([CH3:23])[C:20]([NH2:24])=[C:19]([CH3:25])[C:18]=4[NH2:26])=[N:14][N:13]=3)=[CH:10][C:5]=2[O:4][CH2:3][CH2:2]1. The yield is 0.904. (4) The reactants are [CH:1]1[CH:6]=[CH:5][C:4]([CH2:7]Br)=[CH:3][CH:2]=1.[OH:9][C:10]1[CH:18]=[C:17]([C:19]([F:22])([F:21])[F:20])[CH:16]=[CH:15][C:11]=1[C:12]([OH:14])=[O:13].C([O-])(O)=O.[Na+]. The catalyst is CCCC[N+](CCCC)(CCCC)CCCC.[F-]. The product is [OH:9][C:10]1[CH:18]=[C:17]([C:19]([F:20])([F:21])[F:22])[CH:16]=[CH:15][C:11]=1[C:12]([O:14][CH2:7][C:4]1[CH:5]=[CH:6][CH:1]=[CH:2][CH:3]=1)=[O:13]. The yield is 1.00. (5) The reactants are Cl[C:2]1[C:19]2[C:6](=[C:7]3[C:16](=[CH:17][CH:18]=2)[C:15]2[C:10](=[CH:11][CH:12]=[CH:13][CH:14]=2)[S:9](=[O:21])(=[O:20])[NH:8]3)[N:5]=[CH:4][CH:3]=1.[CH3:22][NH:23][CH3:24]. No catalyst specified. The product is [O:20]=[S:9]1(=[O:21])[C:10]2[C:15](=[CH:14][CH:13]=[CH:12][CH:11]=2)[C:16]2[C:7](=[C:6]3[C:19](=[CH:18][CH:17]=2)[C:2]([N:23]([CH3:24])[CH3:22])=[CH:3][CH:4]=[N:5]3)[NH:8]1. The yield is 0.270. (6) The reactants are [CH3:1][C:2]1[CH:22]=[C:5]2[C:6]([C@@H:10]3[CH2:12][C@H:11]3[CH2:13][NH:14]C(=O)OC(C)(C)C)=[CH:7][CH:8]=[CH:9][N:4]2[N:3]=1.[ClH:23].CO. The product is [ClH:23].[ClH:23].[CH3:1][C:2]1[CH:22]=[C:5]2[C:6]([C@@H:10]3[CH2:12][C@H:11]3[CH2:13][NH2:14])=[CH:7][CH:8]=[CH:9][N:4]2[N:3]=1. The catalyst is CO. The yield is 1.00. (7) The reactants are C=O.[Br:3][C:4]1[C:5]([CH3:18])=[C:6]([CH3:17])[C:7]2[O:11][C:10]([CH2:13]N)([CH3:12])[CH2:9][C:8]=2[C:15]=1[CH3:16].[C:19](O)(=O)C.[C:23]([BH3-])#[N:24].[Na+].O.C(=O)(O)[O-].[Na+]. The catalyst is C(OCC)(=O)C.CO. The product is [Br:3][C:4]1[C:5]([CH3:18])=[C:6]([CH3:17])[C:7]2[O:11][C:10]([CH2:13][N:24]([CH3:23])[CH3:19])([CH3:12])[CH2:9][C:8]=2[C:15]=1[CH3:16]. The yield is 0.800. (8) The reactants are C(CC([C:10]1[CH:11]=[N:12][C:13]([O:16][CH3:17])=[N:14][CH:15]=1)CC(O)=O)(O)=O.F[C:19](F)(F)[C:20]([O:22][C:23](=[O:28])[C:24](F)(F)F)=[O:21].[CH3:31]CCCCCC. The catalyst is C1COCC1. The product is [CH3:17][O:16][C:13]1[N:14]=[CH:15][C:10]([CH:24]2[C:23](=[O:28])[O:22][C:20](=[O:21])[CH2:19][CH2:31]2)=[CH:11][N:12]=1. The yield is 0.940.